From a dataset of Reaction yield outcomes from USPTO patents with 853,638 reactions. Predict the reaction yield, written as a fraction of the theoretical maximum amount of product (1.0 means a 100% yield; for example, 0.34 means a 34% yield). (1) The reactants are [Cl:1][C:2]1[N:10](CC=C)[C:9]2[C:8](=[O:14])[NH:7][C:6](=[O:15])[N:5]([CH2:16][CH2:17][CH3:18])[C:4]=2[N:3]=1.[C:19]1([CH2:25][C:26]2[N:30]=[C:29]([CH2:31][CH2:32][CH2:33]O)[O:28][N:27]=2)[CH:24]=[CH:23][CH:22]=[CH:21][CH:20]=1.C1C=CC(P(C2C=CC=CC=2)C2C=CC=CC=2)=CC=1.C1C=CC(COC(/N=N/C(OCC2C=CC=CC=2)=O)=O)=CC=1.N1CCOCC1. The catalyst is C1COCC1.C1C=CC([P]([Pd]([P](C2C=CC=CC=2)(C2C=CC=CC=2)C2C=CC=CC=2)([P](C2C=CC=CC=2)(C2C=CC=CC=2)C2C=CC=CC=2)[P](C2C=CC=CC=2)(C2C=CC=CC=2)C2C=CC=CC=2)(C2C=CC=CC=2)C2C=CC=CC=2)=CC=1. The product is [Cl:1][C:2]1[NH:10][C:9]2[C:8](=[O:14])[N:7]([CH2:33][CH2:32][CH2:31][C:29]3[O:28][N:27]=[C:26]([CH2:25][C:19]4[CH:24]=[CH:23][CH:22]=[CH:21][CH:20]=4)[N:30]=3)[C:6](=[O:15])[N:5]([CH2:16][CH2:17][CH3:18])[C:4]=2[N:3]=1. The yield is 0.230. (2) The reactants are [CH3:1][N:2]1[C:10]2[C:5](=[CH:6][C:7]([C:14]3[CH:15]=[N:16][C:17]([CH3:20])=[CH:18][CH:19]=3)=[CH:8][C:9]=2[C:11]([OH:13])=O)[C:4]([CH:21]([CH3:23])[CH3:22])=[CH:3]1.[NH2:24][CH2:25][C:26]1[C:27](=[O:34])[NH:28][C:29]([CH3:33])=[CH:30][C:31]=1[CH3:32].ON1C2N=CC=CC=2N=N1.C(Cl)CCl.CN1CCOCC1. The catalyst is CS(C)=O. The product is [CH3:32][C:31]1[CH:30]=[C:29]([CH3:33])[NH:28][C:27](=[O:34])[C:26]=1[CH2:25][NH:24][C:11]([C:9]1[CH:8]=[C:7]([C:14]2[CH:15]=[N:16][C:17]([CH3:20])=[CH:18][CH:19]=2)[CH:6]=[C:5]2[C:10]=1[N:2]([CH3:1])[CH:3]=[C:4]2[CH:21]([CH3:22])[CH3:23])=[O:13]. The yield is 0.376. (3) The reactants are [Br:1][C:2]1[C:10]2[N:9]=[C:8]([CH3:11])[NH:7][C:6]=2[CH:5]=[C:4]([Cl:12])[CH:3]=1.CC1C=CC(S(O)(=O)=O)=CC=1.O.[O:25]1[CH:30]=[CH:29][CH2:28][CH2:27][CH2:26]1. The catalyst is C1COCC1. The product is [Br:1][C:2]1[C:10]2[N:9]=[C:8]([CH3:11])[N:7]([CH:26]3[CH2:27][CH2:28][CH2:29][CH2:30][O:25]3)[C:6]=2[CH:5]=[C:4]([Cl:12])[CH:3]=1. The yield is 0.696. (4) The product is [C:1](=[O:35])([O:33][CH3:34])[O:2][C:3]1[CH:8]=[C:7]([NH:9][C:10]([CH:12]2[O:17][C:16]3[CH:18]=[CH:19][C:20]([O:22][C:23]([F:26])([F:25])[F:24])=[CH:21][C:15]=3[NH:14][CH2:13]2)=[O:11])[C:6]([C:45]#[C:44][CH2:43][OH:46])=[CH:5][C:4]=1[CH:28]1[CH2:32][CH2:31][CH2:30][CH2:29]1. The catalyst is CN(C=O)C.Cl[Pd](Cl)([P](C1C=CC=CC=1)(C1C=CC=CC=1)C1C=CC=CC=1)[P](C1C=CC=CC=1)(C1C=CC=CC=1)C1C=CC=CC=1.[Cu]I. The reactants are [C:1](=[O:35])([O:33][CH3:34])[O:2][C:3]1[CH:8]=[C:7]([NH:9][C:10]([CH:12]2[O:17][C:16]3[CH:18]=[CH:19][C:20]([O:22][C:23]([F:26])([F:25])[F:24])=[CH:21][C:15]=3[NH:14][CH2:13]2)=[O:11])[C:6](Br)=[CH:5][C:4]=1[CH:28]1[CH2:32][CH2:31][CH2:30][CH2:29]1.C(N(CC)CC)C.[CH2:43]([OH:46])[C:44]#[CH:45].C([O-])(O)=O.[Na+]. The yield is 0.530. (5) The yield is 0.517. The reactants are [CH2:1]([N:3]1[C:7]2=[N:8][C:9]([CH2:32][CH3:33])=[C:10]([CH2:19][NH:20][C:21](C3C=C(C=CC=3)C(O)=O)=[O:22])[C:11]([NH:12][CH:13]3[CH2:18][CH2:17][O:16][CH2:15][CH2:14]3)=[C:6]2[CH:5]=[N:4]1)[CH3:2].[NH2:34][CH2:35][C:36]1[CH:37]=[C:38]([C:42]2[CH:47]=[CH:46][CH:45]=[C:44]([CH2:48][CH:49]3[CH2:54][CH2:53][N:52](C(OC(C)(C)C)=O)[CH2:51][CH2:50]3)[CH:43]=2)[CH:39]=[CH:40][CH:41]=1.CN(C(ON1N=N[C:72]2[CH:73]=C[CH:75]=[CH:76][C:71]1=2)=[N+](C)C)C.F[P-](F)(F)(F)(F)F.[C:86]([OH:92])([C:88](F)(F)F)=O. The catalyst is C(Cl)Cl. The product is [CH2:1]([N:3]1[C:7]2=[N:8][C:9]([CH2:32][CH3:33])=[C:10]([CH2:19][NH:20][C:21]([C:72]3[CH:71]=[CH:76][CH:75]=[C:88]([C:86]([NH:34][CH2:35][C:36]4[CH:37]=[C:38]([C:42]5[CH:47]=[CH:46][CH:45]=[C:44]([CH2:48][CH:49]6[CH2:54][CH2:53][NH:52][CH2:51][CH2:50]6)[CH:43]=5)[CH:39]=[CH:40][CH:41]=4)=[O:92])[CH:73]=3)=[O:22])[C:11]([NH:12][CH:13]3[CH2:18][CH2:17][O:16][CH2:15][CH2:14]3)=[C:6]2[CH:5]=[N:4]1)[CH3:2]. (6) The reactants are C[O:2][C:3]1[CH:4]=[C:5]2[C:10](=[CH:11][CH:12]=1)[N:9]=[C:8]([N:13]1[CH2:18][CH2:17][CH:16]([C:19]([O:21]C)=[O:20])[CH2:15][CH2:14]1)[C:7]([C:23]([F:26])([F:25])[F:24])=[CH:6]2.B(Br)(Br)Br.O. The catalyst is C(Cl)Cl. The product is [OH:2][C:3]1[CH:4]=[C:5]2[C:10](=[CH:11][CH:12]=1)[N:9]=[C:8]([N:13]1[CH2:18][CH2:17][CH:16]([C:19]([OH:21])=[O:20])[CH2:15][CH2:14]1)[C:7]([C:23]([F:26])([F:25])[F:24])=[CH:6]2. The yield is 0.0940. (7) The reactants are C([C@H]1COC(=O)N1[C:14](=[O:24])[C@H:15]([C:17]1[CH:22]=[CH:21][C:20]([F:23])=[CH:19][CH:18]=1)[CH3:16])C1C=CC=CC=1.[BH4-].[Na+]. The catalyst is C1COCC1.O. The product is [F:23][C:20]1[CH:19]=[CH:18][C:17]([C@H:15]([CH3:16])[CH2:14][OH:24])=[CH:22][CH:21]=1. The yield is 0.970. (8) The reactants are FC(F)(F)C(O)=O.[C:8]([C@H:10]1[N:20]2[C@@H:14]([S:15][CH2:16][CH2:17][C@H:18]([NH:22]C(=O)OC(C)(C)C)[C:19]2=[O:21])[CH2:13][CH2:12][CH2:11]1)#[N:9]. The catalyst is C(Cl)Cl. The product is [NH2:22][C@H:18]1[CH2:17][CH2:16][S:15][C@H:14]2[CH2:13][CH2:12][CH2:11][C@@H:10]([C:8]#[N:9])[N:20]2[C:19]1=[O:21]. The yield is 0.600.